From a dataset of Full USPTO retrosynthesis dataset with 1.9M reactions from patents (1976-2016). Predict the reactants needed to synthesize the given product. (1) The reactants are: [N+:1]([C:4]1[CH:5]=[CH:6][C:7](Cl)=[N:8][CH:9]=1)([O-:3])=[O:2].[C@H:11]1([NH2:18])[CH2:16][CH2:15][C@H:14]([NH2:17])[CH2:13][CH2:12]1.O1CCCC1. Given the product [N+:1]([C:4]1[CH:5]=[CH:6][C:7]([NH:17][C@H:14]2[CH2:15][CH2:16][C@H:11]([NH2:18])[CH2:12][CH2:13]2)=[N:8][CH:9]=1)([O-:3])=[O:2], predict the reactants needed to synthesize it. (2) Given the product [F:1][C:2]1[CH:3]=[C:4]2[CH:10]=[C:9]([CH:11]([C:16]3[CH:17]=[CH:18][C:19]([S:22]([CH3:25])(=[O:23])=[O:24])=[CH:20][CH:21]=3)[CH2:12][CH:13]([CH3:15])[CH3:14])[NH:8][C:5]2=[N:6][CH:7]=1, predict the reactants needed to synthesize it. The reactants are: [F:1][C:2]1[CH:3]=[C:4]2[CH:10]=[C:9]([C:11]([C:16]3[CH:21]=[CH:20][C:19]([S:22]([CH3:25])(=[O:24])=[O:23])=[CH:18][CH:17]=3)=[CH:12][CH:13]([CH3:15])[CH3:14])[NH:8][C:5]2=[N:6][CH:7]=1. (3) Given the product [Br:8][C:3]1[C:2]([NH:1][CH2:20][CH2:19][CH:18]=[CH2:17])=[CH:7][CH:6]=[CH:5][N:4]=1, predict the reactants needed to synthesize it. The reactants are: [NH2:1][C:2]1[C:3]([Br:8])=[N:4][CH:5]=[CH:6][CH:7]=1.CN(C=O)C.[H-].[Na+].Br[CH2:17][CH2:18][CH:19]=[CH2:20].